From a dataset of Forward reaction prediction with 1.9M reactions from USPTO patents (1976-2016). Predict the product of the given reaction. Given the reactants [CH3:1][O:2][C:3]1[CH:4]=[C:5]([CH:32]=[CH:33][C:34]=1[O:35][CH3:36])[CH2:6][CH:7]1[C:13]2[CH:14]=[C:15]([O:20][CH3:21])[C:16]([O:18][CH3:19])=[CH:17][C:12]=2[CH2:11][CH2:10][CH2:9][N:8]1[CH:22]([C:26]1[CH:31]=[CH:30][CH:29]=[CH:28][CH:27]=1)[C:23](O)=[O:24].[CH2:37]([NH2:47])[C:38]1[CH:46]=[CH:45][C:44]2[O:43][CH2:42][O:41][C:40]=2[CH:39]=1, predict the reaction product. The product is: [O:43]1[C:44]2[CH:45]=[CH:46][C:38]([CH2:37][NH:47][C:23](=[O:24])[CH:22]([N:8]3[CH2:9][CH2:10][CH2:11][C:12]4[CH:17]=[C:16]([O:18][CH3:19])[C:15]([O:20][CH3:21])=[CH:14][C:13]=4[CH:7]3[CH2:6][C:5]3[CH:32]=[CH:33][C:34]([O:35][CH3:36])=[C:3]([O:2][CH3:1])[CH:4]=3)[C:26]3[CH:31]=[CH:30][CH:29]=[CH:28][CH:27]=3)=[CH:39][C:40]=2[O:41][CH2:42]1.